Task: Predict the product of the given reaction.. Dataset: Forward reaction prediction with 1.9M reactions from USPTO patents (1976-2016) (1) Given the reactants [C:1]([C:5]1[CH:6]=[C:7]([C:19]2[N:23]([CH2:24][CH:25]3[CH2:30][CH2:29][CH2:28][CH2:27][CH2:26]3)[C:22]([CH3:31])=[C:21]([S:32]([NH:35][CH2:36][C:37]([CH3:43])([CH3:42])[C:38]([O:40]C)=[O:39])(=[O:34])=[O:33])[CH:20]=2)[CH:8]=[CH:9][C:10]=1[S:11](=[O:18])(=[O:17])[NH:12][C:13]([CH3:16])([CH3:15])[CH3:14])([CH3:4])([CH3:3])[CH3:2].[OH-].[Na+], predict the reaction product. The product is: [C:1]([C:5]1[CH:6]=[C:7]([C:19]2[N:23]([CH2:24][CH:25]3[CH2:30][CH2:29][CH2:28][CH2:27][CH2:26]3)[C:22]([CH3:31])=[C:21]([S:32]([NH:35][CH2:36][C:37]([CH3:43])([CH3:42])[C:38]([OH:40])=[O:39])(=[O:34])=[O:33])[CH:20]=2)[CH:8]=[CH:9][C:10]=1[S:11](=[O:18])(=[O:17])[NH:12][C:13]([CH3:15])([CH3:16])[CH3:14])([CH3:2])([CH3:3])[CH3:4]. (2) Given the reactants CN(C(ON1N=NC2C=CC=NC1=2)=[N+](C)C)C.F[P-](F)(F)(F)(F)F.[N:25]1[CH:30]=[CH:29][CH:28]=[CH:27][C:26]=1[C:31]([OH:33])=O.CCN(C(C)C)C(C)C.O[N:44]=[C:45]([C:47]1[CH:48]=[CH:49][C:50]([CH3:65])=[C:51]([NH:53][C:54]([C:56]2[N:60]3[CH:61]=[CH:62][CH:63]=[CH:64][C:59]3=[N:58][CH:57]=2)=[O:55])[CH:52]=1)[NH2:46], predict the reaction product. The product is: [CH3:65][C:50]1[CH:49]=[CH:48][C:47]([C:45]2[N:44]=[C:31]([C:26]3[CH:27]=[CH:28][CH:29]=[CH:30][N:25]=3)[O:33][N:46]=2)=[CH:52][C:51]=1[NH:53][C:54]([C:56]1[N:60]2[CH:61]=[CH:62][CH:63]=[CH:64][C:59]2=[N:58][CH:57]=1)=[O:55]. (3) Given the reactants Cl.[C:2]1([CH3:29])[CH:7]=[C:6]([CH3:8])[CH:5]=[C:4]([CH3:9])[C:3]=1[O:10][CH2:11][C:12]([NH:14][C:15]1[NH:16][CH:17]=[C:18]([C:20]2[CH:25]=[CH:24][CH:23]=[CH:22][C:21]=2[N+:26]([O-])=O)[N:19]=1)=[O:13], predict the reaction product. The product is: [NH2:26][C:21]1[CH:22]=[CH:23][CH:24]=[CH:25][C:20]=1[C:18]1[N:19]=[C:15]([NH:14][C:12](=[O:13])[CH2:11][O:10][C:3]2[C:2]([CH3:29])=[CH:7][C:6]([CH3:8])=[CH:5][C:4]=2[CH3:9])[NH:16][CH:17]=1. (4) Given the reactants [H-].[Na+].[Cl:3][C:4]1[CH:5]=[C:6]([CH:31]=[CH:32][C:33]=1[O:34][CH:35]([CH3:37])[CH3:36])[C:7]([NH:9][C@H:10]([CH2:28][CH2:29][OH:30])[CH2:11][C:12]1[CH:17]=[CH:16][C:15]([C:18]2[N:19]=[C:20]([C:24](=NO)[CH3:25])[N:21]([CH3:23])[CH:22]=2)=[CH:14][CH:13]=1)=[O:8].Br[CH2:39][CH2:40][O:41][Si](C(C)(C)C)(C)C.CN(C=[O:53])C, predict the reaction product. The product is: [Cl:3][C:4]1[CH:5]=[C:6]([CH:31]=[CH:32][C:33]=1[O:34][CH:35]([CH3:36])[CH3:37])[C:7]([NH:9][C@H:10]([CH2:28][CH2:29][OH:30])[CH2:11][C:12]1[CH:17]=[CH:16][C:15]([C:18]2[N:19]=[C:20]([C:24]3([CH3:25])[O:41][CH2:40][CH2:39][O:53]3)[N:21]([CH3:23])[CH:22]=2)=[CH:14][CH:13]=1)=[O:8]. (5) The product is: [Si:1]([O:8][CH:9]1[CH2:14][CH2:13][CH:12]([CH:15]([OH:29])[CH2:16][CH:17]2[C:25]3[C:20](=[CH:21][CH:22]=[CH:23][CH:24]=3)[C:19]3=[CH:26][N:27]=[CH:28][N:18]23)[CH2:11][CH2:10]1)([C:4]([CH3:7])([CH3:5])[CH3:6])([CH3:3])[CH3:2]. Given the reactants [Si:1]([O:8][CH:9]1[CH2:14][CH2:13][CH:12]([C:15](=[O:29])[CH2:16][CH:17]2[C:25]3[C:20](=[CH:21][CH:22]=[CH:23][CH:24]=3)[C:19]3=[CH:26][N:27]=[CH:28][N:18]23)[CH2:11][CH2:10]1)([C:4]([CH3:7])([CH3:6])[CH3:5])([CH3:3])[CH3:2].[BH4-].[Na+], predict the reaction product. (6) Given the reactants C(O[C:6](=O)[N:7]([CH2:9][CH2:10][O:11][NH:12][C:13]([C:15]1[C:24]([NH:25][C:26]2[CH:31]=[CH:30][C:29]([Br:32])=[CH:28][C:27]=2[Cl:33])=[C:23]([F:34])[C:18]2[N:19]=[CH:20][N:21]([CH3:22])[C:17]=2[CH:16]=1)=[O:14])C)(C)(C)C.[F:36][C:37]([F:42])([F:41])[C:38]([OH:40])=[O:39], predict the reaction product. The product is: [OH:40][C:38]([C:37]([F:42])([F:41])[F:36])=[O:39].[CH3:6][NH:7][CH2:9][CH2:10][O:11][NH:12][C:13]([C:15]1[C:24]([NH:25][C:26]2[CH:31]=[CH:30][C:29]([Br:32])=[CH:28][C:27]=2[Cl:33])=[C:23]([F:34])[C:18]2[N:19]=[CH:20][N:21]([CH3:22])[C:17]=2[CH:16]=1)=[O:14].